Dataset: Full USPTO retrosynthesis dataset with 1.9M reactions from patents (1976-2016). Task: Predict the reactants needed to synthesize the given product. (1) Given the product [NH:11]1[C:19]2[C:14](=[CH:15][CH:16]=[CH:17][CH:18]=2)[C:13]([CH2:20][CH:21]=[O:22])=[CH:12]1, predict the reactants needed to synthesize it. The reactants are: CS(C)=O.C(Cl)(=O)C(Cl)=O.[NH:11]1[C:19]2[C:14](=[CH:15][CH:16]=[CH:17][CH:18]=2)[C:13]([CH2:20][CH2:21][OH:22])=[CH:12]1.CCN(CC)CC. (2) Given the product [CH3:28][O:27][C:26]1[C:21]([O:12][CH2:11][CH2:10][CH2:9][C:8]2[C:4]([CH:1]([CH3:2])[CH3:3])=[N:5][N:6]([C:13]3[CH:18]=[CH:17][C:16]([CH3:19])=[CH:15][N:14]=3)[CH:7]=2)=[C:22]([CH2:29][C:30]([OH:32])=[O:31])[CH:23]=[CH:24][CH:25]=1, predict the reactants needed to synthesize it. The reactants are: [CH:1]([C:4]1[C:8]([CH2:9][CH2:10][CH2:11][OH:12])=[CH:7][N:6]([C:13]2[CH:18]=[CH:17][C:16]([CH3:19])=[CH:15][N:14]=2)[N:5]=1)([CH3:3])[CH3:2].O[C:21]1[C:26]([O:27][CH3:28])=[CH:25][CH:24]=[CH:23][C:22]=1[CH2:29][C:30]([O:32]C)=[O:31].C(P(CCCC)CCCC)CCC.N(C(N1CCCCC1)=O)=NC(N1CCCCC1)=O. (3) Given the product [C:2]1([CH3:1])[CH:7]=[CH:6][C:5]([NH:8][S:16]([C:11]2[C:10]([CH3:9])=[CH:15][CH:14]=[CH:13][N:12]=2)(=[O:18])=[O:17])=[CH:4][CH:3]=1, predict the reactants needed to synthesize it. The reactants are: [CH3:1][C:2]1[CH:3]=[CH:4][C:5]([NH2:8])=[CH:6][CH:7]=1.[CH3:9][C:10]1[C:11]([S:16](Cl)(=[O:18])=[O:17])=[N:12][CH:13]=[CH:14][CH:15]=1. (4) Given the product [C:1]([C:14]1([NH:4][C:5]2[CH:13]=[CH:12][C:8]([C:9]([OH:11])=[O:10])=[CH:7][CH:6]=2)[CH2:17][CH2:16][CH2:15]1)#[N:2], predict the reactants needed to synthesize it. The reactants are: [C-:1]#[N:2].[Na+].[NH2:4][C:5]1[CH:13]=[CH:12][C:8]([C:9]([OH:11])=[O:10])=[CH:7][CH:6]=1.[C:14]1(=O)[CH2:17][CH2:16][CH2:15]1.